This data is from Forward reaction prediction with 1.9M reactions from USPTO patents (1976-2016). The task is: Predict the product of the given reaction. (1) Given the reactants [N:1]1[N:5]2[CH:6]=[C:7]([OH:10])[CH:8]=[CH:9][C:4]2=[CH:3][CH:2]=1.N1C=CC=CC=1.[F:17][C:18]([F:31])([F:30])[S:19](O[S:19]([C:18]([F:31])([F:30])[F:17])(=[O:21])=[O:20])(=[O:21])=[O:20].C(=O)(O)[O-].[Na+], predict the reaction product. The product is: [F:17][C:18]([F:31])([F:30])[S:19]([O:10][C:7]1[CH:8]=[CH:9][C:4]2[N:5]([N:1]=[CH:2][CH:3]=2)[CH:6]=1)(=[O:21])=[O:20]. (2) Given the reactants COCCN(S(F)(F)[F:11])CCOC.O[CH2:15][C:16]1[CH:17]=[CH:18][C:19]([C:22]2[N:26]([C:27]3[N:28]=[N:29][C:30]([O:33][CH3:34])=[CH:31][CH:32]=3)[N:25]=[C:24]([C:35]([N:37]3[CH2:42][CH2:41][O:40][CH2:39][CH2:38]3)=[O:36])[CH:23]=2)=[N:20][CH:21]=1.C(=O)([O-])O.[Na+], predict the reaction product. The product is: [F:11][CH2:15][C:16]1[CH:17]=[CH:18][C:19]([C:22]2[N:26]([C:27]3[N:28]=[N:29][C:30]([O:33][CH3:34])=[CH:31][CH:32]=3)[N:25]=[C:24]([C:35]([N:37]3[CH2:42][CH2:41][O:40][CH2:39][CH2:38]3)=[O:36])[CH:23]=2)=[N:20][CH:21]=1. (3) Given the reactants [CH3:1][C:2]1[C:3]([C:11]2[CH:16]=[CH:15][C:14]([C:17]([F:20])([F:19])[F:18])=[CH:13][CH:12]=2)=[N:4][CH:5]=[C:6]([N+:8]([O-])=O)[CH:7]=1.O, predict the reaction product. The product is: [CH3:1][C:2]1[CH:7]=[C:6]([NH2:8])[CH:5]=[N:4][C:3]=1[C:11]1[CH:12]=[CH:13][C:14]([C:17]([F:20])([F:18])[F:19])=[CH:15][CH:16]=1. (4) Given the reactants [NH2:1][CH:2]([C:10]1[C:15]([O:16][CH3:17])=[CH:14][CH:13]=[CH:12][C:11]=1[O:18][CH3:19])[CH2:3][CH2:4][CH2:5][C:6]([O:8]C)=O.[C:20]1([C:26]2[S:27][C:28]([CH:31]=O)=[CH:29][N:30]=2)[CH:25]=[CH:24][CH:23]=[CH:22][CH:21]=1, predict the reaction product. The product is: [CH3:19][O:18][C:11]1[CH:12]=[CH:13][CH:14]=[C:15]([O:16][CH3:17])[C:10]=1[CH:2]1[N:1]([CH2:31][C:28]2[S:27][C:26]([C:20]3[CH:21]=[CH:22][CH:23]=[CH:24][CH:25]=3)=[N:30][CH:29]=2)[C:6](=[O:8])[CH2:5][CH2:4][CH2:3]1. (5) Given the reactants [CH3:1][N:2]([CH3:28])[C:3]1([C:22]2[CH:27]=[CH:26][CH:25]=[CH:24][CH:23]=2)[CH2:8][CH2:7][C:6]([N:15]([CH3:21])[C:16](=O)[CH2:17][CH2:18][CH3:19])([C:9]2[CH:14]=[CH:13][CH:12]=[CH:11][CH:10]=2)[CH2:5][CH2:4]1.C1COCC1.[H-].[H-].[H-].[H-].[Li+].[Al+3], predict the reaction product. The product is: [CH2:16]([N:15]([CH3:21])[C:6]1([C:9]2[CH:10]=[CH:11][CH:12]=[CH:13][CH:14]=2)[CH2:5][CH2:4][C:3]([N:2]([CH3:28])[CH3:1])([C:22]2[CH:27]=[CH:26][CH:25]=[CH:24][CH:23]=2)[CH2:8][CH2:7]1)[CH2:17][CH2:18][CH3:19]. (6) Given the reactants [O:1]1[CH2:5][CH2:4][O:3][CH:2]1[CH2:6][N:7]1[CH2:12][CH2:11][CH:10]([CH2:13][CH2:14][C:15]2[C:19]3[CH:20]=[CH:21][C:22]([CH2:27][NH:28][CH2:29][C:30]4[CH:37]=[CH:36][C:33]([C:34]#[N:35])=[CH:32][CH:31]=4)=[C:23](/[CH:24]=C/C)[C:18]=3[O:17][N:16]=2)[CH2:9][CH2:8]1.[O:38]1CCOC1CN1CCC(CCC2C3C=CC(CNCC4C=CC(C#N)=CC=4)=C(/C=C\C)C=3ON=2)CC1.N1C(C)=CC=CC=1C.I([O-])(=O)(=O)=O.[Na+], predict the reaction product. The product is: [O:1]1[CH2:5][CH2:4][O:3][CH:2]1[CH2:6][N:7]1[CH2:8][CH2:9][CH:10]([CH2:13][CH2:14][C:15]2[C:19]3[CH:20]=[CH:21][C:22]([CH2:27][NH:28][CH2:29][C:30]4[CH:31]=[CH:32][C:33]([C:34]#[N:35])=[CH:36][CH:37]=4)=[C:23]([CH:24]=[O:38])[C:18]=3[O:17][N:16]=2)[CH2:11][CH2:12]1. (7) Given the reactants [C:1]([C:3]1[CH:15]=[C:14]2[C:6]([C:7]3[C:8](=[O:30])[C:9]4[CH:21]=[CH:20][C:19](OS(C(F)(F)F)(=O)=O)=[CH:18][C:10]=4[C:11]([CH3:17])([CH3:16])[C:12]=3[NH:13]2)=[CH:5][CH:4]=1)#[N:2].[N:31]1([CH:36]2[CH2:41][CH2:40][NH:39][CH2:38][CH2:37]2)[CH2:35][CH2:34][CH2:33][CH2:32]1, predict the reaction product. The product is: [CH3:16][C:11]1([CH3:17])[C:12]2[NH:13][C:14]3[C:6](=[CH:5][CH:4]=[C:3]([C:1]#[N:2])[CH:15]=3)[C:7]=2[C:8](=[O:30])[C:9]2[CH:21]=[CH:20][C:19]([N:39]3[CH2:40][CH2:41][CH:36]([N:31]4[CH2:35][CH2:34][CH2:33][CH2:32]4)[CH2:37][CH2:38]3)=[CH:18][C:10]1=2. (8) Given the reactants [O:1]=[C:2]1[N:6]([CH2:7][C:8]2[CH:16]=[CH:15][C:11]([C:12]([OH:14])=O)=[CH:10][CH:9]=2)[CH2:5][CH2:4][O:3]1.[CH3:17][C:18]1[C:19]([N:25]2[CH2:30][CH2:29][NH:28][CH2:27][CH2:26]2)=[N:20][CH:21]=[C:22]([CH3:24])[CH:23]=1, predict the reaction product. The product is: [CH3:17][C:18]1[C:19]([N:25]2[CH2:26][CH2:27][N:28]([C:12]([C:11]3[CH:10]=[CH:9][C:8]([CH2:7][N:6]4[CH2:5][CH2:4][O:3][C:2]4=[O:1])=[CH:16][CH:15]=3)=[O:14])[CH2:29][CH2:30]2)=[N:20][CH:21]=[C:22]([CH3:24])[CH:23]=1.